From a dataset of Catalyst prediction with 721,799 reactions and 888 catalyst types from USPTO. Predict which catalyst facilitates the given reaction. (1) Reactant: [Br:1][C:2]1[CH:7]=[C:6]([Cl:8])[CH:5]=[CH:4][C:3]=1[CH2:9]Br.[CH3:11][O:12][C:13]1[CH:18]=[CH:17][C:16]([CH2:19][SH:20])=[CH:15][CH:14]=1.C(=O)([O-])[O-].[K+].[K+].O. Product: [Br:1][C:2]1[CH:7]=[C:6]([Cl:8])[CH:5]=[CH:4][C:3]=1[CH2:9][S:20][CH2:19][C:16]1[CH:17]=[CH:18][C:13]([O:12][CH3:11])=[CH:14][CH:15]=1. The catalyst class is: 16. (2) Reactant: [CH3:1][N:2]1[CH2:18][CH2:17][C:5]2[N:6]([CH2:14][C:15]#[N:16])[C:7]3[CH:8]=[CH:9][C:10]([CH3:13])=[CH:11][C:12]=3[C:4]=2[CH2:3]1.[H-].C([Al+]CC(C)C)C(C)C. Product: [CH3:1][N:2]1[CH2:18][CH2:17][C:5]2[N:6]([CH2:14][CH2:15][NH2:16])[C:7]3[CH:8]=[CH:9][C:10]([CH3:13])=[CH:11][C:12]=3[C:4]=2[CH2:3]1. The catalyst class is: 11. (3) Reactant: [Br:1][C:2]1[CH:9]=[CH:8][CH:7]=[CH:6][C:3]=1[CH:4]=[O:5].O1CCCC1.[CH2:15]([Mg]Br)[CH2:16][CH2:17][CH2:18][CH2:19][CH3:20].CCOCC. Product: [Br:1][C:2]1[CH:9]=[CH:8][CH:7]=[CH:6][C:3]=1[CH:4]([OH:5])[CH2:15][CH2:16][CH2:17][CH2:18][CH2:19][CH3:20]. The catalyst class is: 195. (4) Reactant: [F:1][C:2]1[CH:3]=[C:4]([NH:9][C:10]2[C:15]([C:16]([NH:18][C@@H:19]3[CH2:24][CH2:23][C@H:22]([NH:25]C(=O)OC(C)(C)C)[CH2:21][CH2:20]3)=[O:17])=[CH:14][C:13]([F:33])=[CH:12][N:11]=2)[CH:5]=[CH:6][C:7]=1[F:8].[H-].[Na+].[S:36](Cl)(Cl)=[O:37].C([O-])([O-])=O.[Na+].[Na+]. Product: [NH2:25][C@@H:22]1[CH2:23][CH2:24][C@H:19]([N:18]2[S:36](=[O:37])[N:9]([C:4]3[CH:5]=[CH:6][C:7]([F:8])=[C:2]([F:1])[CH:3]=3)[C:10]3[N:11]=[CH:12][C:13]([F:33])=[CH:14][C:15]=3[C:16]2=[O:17])[CH2:20][CH2:21]1. The catalyst class is: 1. (5) Reactant: [C:1]([O:5][C:6]([NH:8][C@H:9]([C:12]([OH:14])=[O:13])[CH2:10][OH:11])=[O:7])([CH3:4])([CH3:3])[CH3:2].[H-].[Na+].Br[CH2:18][C:19]1([CH3:23])[CH2:22][O:21][CH2:20]1. Product: [C:1]([O:5][C:6]([NH:8][C@@H:9]([CH2:10][O:11][CH2:18][C:19]1([CH3:23])[CH2:22][O:21][CH2:20]1)[C:12]([OH:14])=[O:13])=[O:7])([CH3:4])([CH3:2])[CH3:3]. The catalyst class is: 16. (6) Reactant: [C:1]([C:4]1[N:9]=[C:8]([C:10]([O:12][CH2:13][CH3:14])=[O:11])[C:7]([O:15]C(=O)C)=[CH:6][CH:5]=1)(=[O:3])[CH3:2].[Br:19]Br. Product: [BrH:19].[Br:19][CH2:2][C:1]([C:4]1[N:9]=[C:8]([C:10]([O:12][CH2:13][CH3:14])=[O:11])[C:7]([OH:15])=[CH:6][CH:5]=1)=[O:3]. The catalyst class is: 15. (7) The catalyst class is: 4. Reactant: [NH2:1][CH2:2][C@@H:3]1[O:7][C:6](=[O:8])[N:5]([C:9]2[CH:14]=[CH:13][C:12]([CH:15]3[CH2:20][CH2:19][S:18](=[O:22])(=[O:21])[CH2:17][CH2:16]3)=[C:11]([F:23])[CH:10]=2)[CH2:4]1.[C:24](Cl)(=[O:34])[O:25][CH2:26][O:27][C:28](=[O:33])[CH2:29][CH:30]([CH3:32])[CH3:31]. Product: [O:22]=[S:18]1(=[O:21])[CH2:19][CH2:20][CH:15]([C:12]2[CH:13]=[CH:14][C:9]([N:5]3[CH2:4][C@H:3]([CH2:2][NH:1][C:24]([O:25][CH2:26][O:27][C:28](=[O:33])[CH2:29][CH:30]([CH3:31])[CH3:32])=[O:34])[O:7][C:6]3=[O:8])=[CH:10][C:11]=2[F:23])[CH2:16][CH2:17]1. (8) Reactant: [C:1]([O:5][C:6](=[O:36])[NH:7][C@@H:8]1[CH2:13][CH2:12][CH2:11][C:10]([F:15])([F:14])[C@@H:9]1[NH:16][C:17]([C:19]1[S:20][C:21]([CH2:34][CH3:35])=[C:22]([C:24]2[CH:25]=[N:26][N:27]3[CH:32]=[C:31](Br)[CH:30]=[N:29][C:28]=23)[CH:23]=1)=[O:18])([CH3:4])([CH3:3])[CH3:2].[OH-:37].[K+]. Product: [C:1]([O:5][C:6](=[O:36])[NH:7][C@@H:8]1[CH2:13][CH2:12][CH2:11][C:10]([F:15])([F:14])[C@@H:9]1[NH:16][C:17]([C:19]1[S:20][C:21]([CH2:34][CH3:35])=[C:22]([C:24]2[CH:25]=[N:26][N:27]3[CH:32]=[C:31]([OH:37])[CH:30]=[N:29][C:28]=23)[CH:23]=1)=[O:18])([CH3:4])([CH3:3])[CH3:2]. The catalyst class is: 5. (9) Reactant: [F:1][C:2]1[CH:11]=[C:10]([S:12]([CH3:15])(=[O:14])=[O:13])[CH:9]=[C:8]([OH:16])[C:3]=1[C:4](OC)=[O:5].[Li+].[BH4-].CCOC(C)=O. Product: [F:1][C:2]1[C:3]([CH2:4][OH:5])=[C:8]([OH:16])[CH:9]=[C:10]([S:12]([CH3:15])(=[O:14])=[O:13])[CH:11]=1. The catalyst class is: 1.